Predict the reactants needed to synthesize the given product. From a dataset of Full USPTO retrosynthesis dataset with 1.9M reactions from patents (1976-2016). (1) Given the product [Br:18][C:19]1[C:23]2[N:24]=[CH:25][N:26]=[C:27]([O:15][CH:12]3[CH2:11][CH2:10][N:9]([C:7]4[O:6][N:5]=[C:4]([CH:1]([CH3:3])[CH3:2])[N:8]=4)[CH2:14][CH2:13]3)[C:22]=2[S:21][CH:20]=1, predict the reactants needed to synthesize it. The reactants are: [CH:1]([C:4]1[N:8]=[C:7]([N:9]2[CH2:14][CH2:13][CH:12]([OH:15])[CH2:11][CH2:10]2)[O:6][N:5]=1)([CH3:3])[CH3:2].[H-].[Na+].[Br:18][C:19]1[C:23]2[N:24]=[CH:25][N:26]=[C:27](Cl)[C:22]=2[S:21][CH:20]=1.[Cl-].[NH4+]. (2) Given the product [OH:1][C:2]1[CH:3]=[CH:4][C:5]([C:8](=[C:24]2[CH2:25][CH2:26][O:27][CH2:28][CH2:29]2)[C:9]2[CH:14]=[CH:13][C:12](/[CH:15]=[CH:16]/[C:17]([OH:19])=[O:18])=[CH:11][CH:10]=2)=[CH:6][CH:7]=1, predict the reactants needed to synthesize it. The reactants are: [OH:1][C:2]1[CH:7]=[CH:6][C:5]([C:8](=[C:24]2[CH2:29][CH2:28][O:27][CH2:26][CH2:25]2)[C:9]2[CH:14]=[CH:13][C:12](/[CH:15]=[CH:16]/[C:17]([O:19]C(C)(C)C)=[O:18])=[CH:11][CH:10]=2)=[CH:4][CH:3]=1. (3) The reactants are: Cl.[Cl:2][C:3]1[CH:4]=[C:5]2[C:10](=[CH:11][N:12]=1)[CH2:9][NH:8][CH2:7][CH2:6]2.[CH3:13][C:14]([O:17][C:18](O[C:18]([O:17][C:14]([CH3:16])([CH3:15])[CH3:13])=[O:19])=[O:19])([CH3:16])[CH3:15]. Given the product [Cl:2][C:3]1[CH:4]=[C:5]2[C:10](=[CH:11][N:12]=1)[CH2:9][N:8]([C:18]([O:17][C:14]([CH3:16])([CH3:15])[CH3:13])=[O:19])[CH2:7][CH2:6]2, predict the reactants needed to synthesize it. (4) Given the product [C:30]([N:14]([CH2:15][C:16]1[CH:21]=[C:20]([C:22]([F:25])([F:24])[F:23])[CH:19]=[C:18]([C:26]([F:29])([F:28])[F:27])[CH:17]=1)[CH:10]1[CH2:11][CH2:12][CH2:13][N:7]([C:5]([O:4][CH:1]([CH3:3])[CH3:2])=[O:6])[C:8]2[CH:36]=[C:35]([Cl:37])[C:34]([O:70][CH3:69])=[CH:33][C:9]1=2)(=[O:32])[CH3:31], predict the reactants needed to synthesize it. The reactants are: [CH:1]([O:4][C:5]([N:7]1[CH2:13][CH2:12][CH2:11][CH:10]([N:14]([C:30](=[O:32])[CH3:31])[CH2:15][C:16]2[CH:21]=[C:20]([C:22]([F:25])([F:24])[F:23])[CH:19]=[C:18]([C:26]([F:29])([F:28])[F:27])[CH:17]=2)[C:9]2[CH:33]=[C:34](Br)[C:35]([Cl:37])=[CH:36][C:8]1=2)=[O:6])([CH3:3])[CH3:2].C(P(C(C)(C)C)C1C=CC=CC=1C1C(C(C)C)=CC(C(C)C)=CC=1C(C)C)(C)(C)C.[C:69](=O)([O-])[O-:70].[Cs+].[Cs+].CO. (5) Given the product [O:8]1[CH2:9][CH2:10][O:11][CH:7]1[C:3]1[CH:2]=[N:1][CH:6]=[CH:5][CH:4]=1, predict the reactants needed to synthesize it. The reactants are: [N:1]1[CH:6]=[CH:5][CH:4]=[C:3]([CH:7]=[O:8])[CH:2]=1.[CH2:9](O)[CH2:10][OH:11].O.